From a dataset of Full USPTO retrosynthesis dataset with 1.9M reactions from patents (1976-2016). Predict the reactants needed to synthesize the given product. (1) Given the product [CH3:1][O:2][C:3]1[CH:4]=[CH:5][C:6]([C:9]([NH:22][CH2:23][CH2:24][CH2:25][CH2:26][CH2:27][C:28]([N:43]2[C:44]3[C:45](=[C:46]4[C:50](=[CH:51][CH:52]=3)[NH:49][CH:48]([C:53]([O:55][CH3:56])=[O:54])[CH2:47]4)[CH:41]=[CH:42]2)=[O:29])([C:10]2[CH:15]=[CH:14][CH:13]=[CH:12][CH:11]=2)[C:16](=[CH2:21])[CH:17]=[CH2:18])=[CH:7][CH:8]=1, predict the reactants needed to synthesize it. The reactants are: [CH3:1][O:2][C:3]1[CH:8]=[CH:7][C:6]([C:9]([NH:22][CH2:23][CH2:24][CH2:25][CH2:26][CH2:27][C:28](OC2C(F)=C(F)C=C(F)C=2F)=[O:29])([C:16]2[CH:21]=CC=[CH:18][CH:17]=2)[C:10]2[CH:15]=[CH:14][CH:13]=[CH:12][CH:11]=2)=[CH:5][CH:4]=1.[CH:41]1[C:45]2=[C:46]3[C:50](=[CH:51][CH:52]=[C:44]2[NH:43][CH:42]=1)[NH:49][CH:48]([C:53]([O:55][CH3:56])=[O:54])[CH2:47]3.C(N(CC)CC)C. (2) The reactants are: [OH:1][N:2]=[C:3]([Cl:17])[C@H:4]1[C@H:8]([CH2:9][O:10][CH3:11])[O:7][C:6]2([CH2:16][CH2:15][CH2:14][CH2:13][CH2:12]2)[O:5]1.[CH3:18][S:19](Cl)(=[O:21])=[O:20].C(N(CC)CC)C. Given the product [CH3:11][O:10][CH2:9][C@@H:8]1[O:7][C:6]2([CH2:16][CH2:15][CH2:14][CH2:13][CH2:12]2)[O:5][C@H:4]1[C:3]([Cl:17])=[N:2][O:1][S:19]([CH3:18])(=[O:21])=[O:20], predict the reactants needed to synthesize it.